From a dataset of Reaction yield outcomes from USPTO patents with 853,638 reactions. Predict the reaction yield, written as a fraction of the theoretical maximum amount of product (1.0 means a 100% yield; for example, 0.34 means a 34% yield). The reactants are [OH-].[Li+].[C:3]([O:7][C:8]([NH:10][CH:11]([CH2:16][C:17]1[CH:18]=[N:19][C:20]([C:23]2[CH:28]=[CH:27][CH:26]=[C:25]([F:29])[C:24]=2[F:30])=[CH:21][CH:22]=1)[C:12]([O:14]C)=[O:13])=[O:9])([CH3:6])([CH3:5])[CH3:4]. The catalyst is O.CO. The product is [C:3]([O:7][C:8]([NH:10][CH:11]([CH2:16][C:17]1[CH:18]=[N:19][C:20]([C:23]2[CH:28]=[CH:27][CH:26]=[C:25]([F:29])[C:24]=2[F:30])=[CH:21][CH:22]=1)[C:12]([OH:14])=[O:13])=[O:9])([CH3:6])([CH3:4])[CH3:5]. The yield is 1.00.